This data is from Full USPTO retrosynthesis dataset with 1.9M reactions from patents (1976-2016). The task is: Predict the reactants needed to synthesize the given product. Given the product [CH:16]([O:15][C:13]1[C:12]([O:19][CH3:20])=[CH:11][C:8]2[O:9][CH2:10][C:5]3[N:6]([C:2]([C:28]4[CH:29]=[CH:30][S:26][CH:27]=4)=[N:3][C:4]=3[C:21]([O:23][CH2:24][CH3:25])=[O:22])[C:7]=2[CH:14]=1)([CH3:18])[CH3:17], predict the reactants needed to synthesize it. The reactants are: Br[C:2]1[N:6]2[C:7]3[CH:14]=[C:13]([O:15][CH:16]([CH3:18])[CH3:17])[C:12]([O:19][CH3:20])=[CH:11][C:8]=3[O:9][CH2:10][C:5]2=[C:4]([C:21]([O:23][CH2:24][CH3:25])=[O:22])[N:3]=1.[S:26]1[CH:30]=[CH:29][C:28](B(O)O)=[CH:27]1.C([O-])([O-])=O.[K+].[K+].